Dataset: hERG potassium channel inhibition data for cardiac toxicity prediction from Karim et al.. Task: Regression/Classification. Given a drug SMILES string, predict its toxicity properties. Task type varies by dataset: regression for continuous values (e.g., LD50, hERG inhibition percentage) or binary classification for toxic/non-toxic outcomes (e.g., AMES mutagenicity, cardiotoxicity, hepatotoxicity). Dataset: herg_karim. (1) The drug is CC(C)N1C[C@H](C(=O)Nc2ccc(Cl)cn2)[C@@H](C(=O)Nc2ccc(-n3ccccc3=O)cc2F)C1. The result is 0 (non-blocker). (2) The compound is C=C1CC23CC4C5C6(C)CC(C(=O)OC)CC57C2C(O)C1C(C(=O)OC)C3(O)C7N4C6. The result is 0 (non-blocker). (3) The drug is O=C(/C=C/c1ccc2c(c1)CN(CCc1cnn3ccccc13)C2)NO. The result is 1 (blocker).